Predict which catalyst facilitates the given reaction. From a dataset of Catalyst prediction with 721,799 reactions and 888 catalyst types from USPTO. (1) Reactant: Br[C:2]1[CH:3]=[C:4]2[C:8](=[CH:9][CH:10]=1)[NH:7][C:6](=[O:11])[CH2:5]2.[N+:12]([C:15]1[CH:16]=[C:17](B(O)O)[CH:18]=[CH:19][CH:20]=1)([O-:14])=[O:13].C(=O)([O-])[O-].[K+].[K+]. Product: [N+:12]([C:15]1[CH:20]=[C:19]([C:2]2[CH:3]=[C:4]3[C:8](=[CH:9][CH:10]=2)[NH:7][C:6](=[O:11])[CH2:5]3)[CH:18]=[CH:17][CH:16]=1)([O-:14])=[O:13]. The catalyst class is: 108. (2) Reactant: [CH2:1]([OH:4])[CH2:2][OH:3].C1(C)C=CC(S(O)(=O)=O)=CC=1.[CH3:16][CH:17]([C:19]1[CH:24]=[CH:23][CH:22]=[C:21]([CH:25]([CH2:27][CH:28]=O)[CH3:26])[CH:20]=1)[CH3:18]. Product: [CH:17]([C:19]1[CH:20]=[C:21]([CH:25]([CH3:26])[CH2:27][CH:28]2[O:4][CH2:1][CH2:2][O:3]2)[CH:22]=[CH:23][CH:24]=1)([CH3:18])[CH3:16]. The catalyst class is: 244.